From a dataset of Reaction yield outcomes from USPTO patents with 853,638 reactions. Predict the reaction yield, written as a fraction of the theoretical maximum amount of product (1.0 means a 100% yield; for example, 0.34 means a 34% yield). The reactants are Br[C:2]1[C:14]2[C:13]3[C:8](=[CH:9][C:10]([C:15]([OH:18])([CH3:17])[CH3:16])=[CH:11][CH:12]=3)[NH:7][C:6]=2[C:5]([C:19]([NH2:21])=[O:20])=[CH:4][C:3]=1[F:22].[F:23][C:24]1[CH:25]=[CH:26][CH:27]=[C:28]2[C:33]=1[NH:32][C:31](=[O:34])[N:30]([C:35]1[CH:40]=[CH:39][CH:38]=[C:37](B3OC(C)(C)C(C)(C)O3)[C:36]=1[CH3:50])[C:29]2=[O:51].C([O-])([O-])=O.[Cs+].[Cs+]. The catalyst is C1C=CC(P(C2C=CC=CC=2)[C-]2C=CC=C2)=CC=1.C1C=CC(P(C2C=CC=CC=2)[C-]2C=CC=C2)=CC=1.Cl[Pd]Cl.[Fe+2].C(Cl)Cl.O1CCOCC1. The product is [F:22][C:3]1[CH:4]=[C:5]([C:19]([NH2:21])=[O:20])[C:6]2[NH:7][C:8]3[C:13]([C:14]=2[C:2]=1[C:37]1[CH:38]=[CH:39][CH:40]=[C:35]([N:30]2[C:29](=[O:51])[C:28]4[C:33](=[C:24]([F:23])[CH:25]=[CH:26][CH:27]=4)[NH:32][C:31]2=[O:34])[C:36]=1[CH3:50])=[CH:12][CH:11]=[C:10]([C:15]([OH:18])([CH3:17])[CH3:16])[CH:9]=3. The yield is 0.180.